Predict which catalyst facilitates the given reaction. From a dataset of Catalyst prediction with 721,799 reactions and 888 catalyst types from USPTO. (1) Reactant: [NH2:1][C:2]1[N:6]([CH2:7][CH2:8][C:9]([NH2:11])=[O:10])[C:5]2[CH:12]=[CH:13][C:14]([CH2:16][C:17]([CH:19]3[CH2:24][CH2:23][CH2:22][CH2:21][CH2:20]3)=[O:18])=[CH:15][C:4]=2[N:3]=1.[C:25]([C:27]1[CH:35]=[CH:34][C:30]([C:31](Cl)=[O:32])=[CH:29][CH:28]=1)#[N:26]. Product: [C:9]([CH2:8][CH2:7][N:6]1[C:5]2[CH:12]=[CH:13][C:14]([CH2:16][C:17]([CH:19]3[CH2:20][CH2:21][CH2:22][CH2:23][CH2:24]3)=[O:18])=[CH:15][C:4]=2[N:3]=[C:2]1[NH:1][C:31](=[O:32])[C:30]1[CH:34]=[CH:35][C:27]([C:25]#[N:26])=[CH:28][CH:29]=1)(=[O:10])[NH2:11]. The catalyst class is: 202. (2) Reactant: [C:1]([O:5][C:6](=[O:51])[N:7]([C@H:9]([C:11](=[O:50])[NH:12][C@@H:13]1[C:19](=[O:20])[N:18]([CH2:21][C:22]2[C:31]3[C:26](=[CH:27][C:28]([Br:32])=[CH:29][CH:30]=3)[CH:25]=[CH:24][C:23]=2[O:33][CH3:34])[C:17]2[CH:35]=[CH:36][CH:37]=[CH:38][C:16]=2[N:15]([C:39](=[O:49])[C:40]2[CH:45]=[CH:44][C:43]([C:46](=[O:48])[CH3:47])=[CH:42][CH:41]=2)[CH2:14]1)[CH3:10])[CH3:8])([CH3:4])([CH3:3])[CH3:2].[BH4-].[Na+].O. Product: [C:1]([O:5][C:6](=[O:51])[N:7]([C@H:9]([C:11](=[O:50])[NH:12][C@@H:13]1[C:19](=[O:20])[N:18]([CH2:21][C:22]2[C:31]3[C:26](=[CH:27][C:28]([Br:32])=[CH:29][CH:30]=3)[CH:25]=[CH:24][C:23]=2[O:33][CH3:34])[C:17]2[CH:35]=[CH:36][CH:37]=[CH:38][C:16]=2[N:15]([C:39](=[O:49])[C:40]2[CH:45]=[CH:44][C:43]([CH:46]([OH:48])[CH3:47])=[CH:42][CH:41]=2)[CH2:14]1)[CH3:10])[CH3:8])([CH3:3])([CH3:4])[CH3:2]. The catalyst class is: 1. (3) Reactant: [CH:1]([C@H:4]1[CH2:8][O:7][C:6](=[O:9])[N:5]1[C:10]1[CH:15]=[CH:14][N:13]=[C:12]([NH:16][C@H:17]([C:19]2[CH:41]=[CH:40][C:22]([CH2:23][N:24]3[CH2:29][CH2:28][N:27](C(OCC4C=CC=CC=4)=O)[CH2:26][CH2:25]3)=[CH:21][CH:20]=2)[CH3:18])[N:11]=1)([CH3:3])[CH3:2].[H][H]. Product: [CH:1]([C@H:4]1[CH2:8][O:7][C:6](=[O:9])[N:5]1[C:10]1[CH:15]=[CH:14][N:13]=[C:12]([NH:16][C@H:17]([C:19]2[CH:41]=[CH:40][C:22]([CH2:23][N:24]3[CH2:29][CH2:28][NH:27][CH2:26][CH2:25]3)=[CH:21][CH:20]=2)[CH3:18])[N:11]=1)([CH3:2])[CH3:3]. The catalyst class is: 29. (4) Reactant: N[C:2]1[C:6]([CH2:7][C:8]2[CH:9]=[N:10][CH:11]=[CH:12][CH:13]=2)=[CH:5][NH:4][C:3]=1[C:14]([O:16][CH3:17])=[O:15].[C:18]([NH:22][C:23](=[N:26][C:27]([O:29][CH3:30])=[O:28])SC)([O:20][CH3:21])=[O:19].C([N:33](CC)CC)C. Product: [C:18]([N:22]([C:2]1[C:6]([CH2:7][C:8]2[CH:9]=[N:10][CH:11]=[CH:12][CH:13]=2)=[CH:5][NH:4][C:3]=1[C:14]([O:16][CH3:17])=[O:15])[C:23]([NH:26][C:27]([O:29][CH3:30])=[O:28])=[NH:33])([O:20][CH3:21])=[O:19]. The catalyst class is: 10. (5) Reactant: Cl[C:2]1[N:7]=[C:6]([NH2:8])[CH:5]=[CH:4][N:3]=1.[CH3:9][O:10][C:11]1[CH:16]=[CH:15][C:14](B(O)O)=[CH:13][CH:12]=1.C[C:21](N(C)C)=[O:22].P([O-])([O-])([O-])=O.[K+].[K+].[K+]. Product: [O:10]1[C:11]2[CH:16]=[CH:15][C:14]([C:2]3[N:7]=[C:6]([NH2:8])[CH:5]=[CH:4][N:3]=3)=[CH:13][C:12]=2[O:22][CH2:21][CH2:9]1. The catalyst class is: 257. (6) Reactant: [NH2:1][C:2]1[CH:7]=[CH:6][C:5]([OH:8])=[CH:4][C:3]=1[CH2:9][CH3:10].Cl[C:12]1[N:17]=[CH:16][C:15]2[N:18]=[CH:19][N:20]([CH3:21])[C:14]=2[CH:13]=1.C([O-])([O-])=O.[Cs+].[Cs+].C1C=CC(P(C2C(C3C(P(C4C=CC=CC=4)C4C=CC=CC=4)=CC=C4C=3C=CC=C4)=C3C(C=CC=C3)=CC=2)C2C=CC=CC=2)=CC=1. Product: [CH2:9]([C:3]1[CH:4]=[C:5]([OH:8])[CH:6]=[CH:7][C:2]=1[NH:1][C:12]1[N:17]=[CH:16][C:15]2[N:18]=[CH:19][N:20]([CH3:21])[C:14]=2[CH:13]=1)[CH3:10]. The catalyst class is: 62. (7) Reactant: [F:1][C:2]1[CH:34]=[CH:33][C:5]([CH2:6][C@@H:7]([C@@H:21]([O:23][CH2:24][C:25]2[CH:30]=[CH:29][C:28]([O:31][CH3:32])=[CH:27][CH:26]=2)[CH3:22])[C@H:8]([O:17][CH2:18][CH:19]=O)[CH2:9][CH2:10][C:11]2[CH:16]=[CH:15][CH:14]=[CH:13][CH:12]=2)=[CH:4][CH:3]=1.[C:35]([O:39][C:40]([NH:42][CH:43](P(OC)(OC)=O)[C:44]([O:46][CH3:47])=[O:45])=[O:41])([CH3:38])([CH3:37])[CH3:36].C1CCN2C(=NCCC2)CC1. Product: [C:35]([O:39][C:40]([NH:42][C:43](=[CH:19][CH2:18][O:17][C@@H:8]([C@@H:7]([CH2:6][C:5]1[CH:33]=[CH:34][C:2]([F:1])=[CH:3][CH:4]=1)[C@@H:21]([O:23][CH2:24][C:25]1[CH:30]=[CH:29][C:28]([O:31][CH3:32])=[CH:27][CH:26]=1)[CH3:22])[CH2:9][CH2:10][C:11]1[CH:12]=[CH:13][CH:14]=[CH:15][CH:16]=1)[C:44]([O:46][CH3:47])=[O:45])=[O:41])([CH3:38])([CH3:37])[CH3:36]. The catalyst class is: 2.